The task is: Predict the reactants needed to synthesize the given product.. This data is from Full USPTO retrosynthesis dataset with 1.9M reactions from patents (1976-2016). (1) Given the product [CH2:1]([O:3][C:4]([C:6]1([C:9]2[CH:14]=[CH:13][CH:12]=[C:11]([B:19]3[O:20][C:21]([CH3:23])([CH3:22])[C:17]([CH3:33])([CH3:16])[O:18]3)[CH:10]=2)[CH2:8][CH2:7]1)=[O:5])[CH3:2], predict the reactants needed to synthesize it. The reactants are: [CH2:1]([O:3][C:4]([C:6]1([C:9]2[CH:14]=[CH:13][CH:12]=[C:11](Br)[CH:10]=2)[CH2:8][CH2:7]1)=[O:5])[CH3:2].[CH3:16][C:17]1([CH3:33])[C:21]([CH3:23])([CH3:22])[O:20][B:19]([B:19]2[O:20][C:21]([CH3:23])([CH3:22])[C:17]([CH3:33])([CH3:16])[O:18]2)[O:18]1.C([O-])(=O)C.[K+].O1CCOCC1. (2) Given the product [CH3:20][O:18][C:17](=[O:19])[CH2:16][CH2:15][CH2:14][CH2:13][CH2:12][CH2:11][CH2:10][CH2:9][CH2:8][CH2:7][CH2:6][CH2:5][CH2:4][CH2:3][CH2:2][OH:1], predict the reactants needed to synthesize it. The reactants are: [OH:1][CH2:2][CH2:3][CH2:4][CH2:5][CH2:6][CH2:7][CH2:8][CH2:9][CH2:10][CH2:11][CH2:12][CH2:13][CH2:14][CH2:15][CH2:16][C:17]([OH:19])=[O:18].[CH3:20]O. (3) Given the product [NH:2]1[C:6]2[C:5](=[N:10][CH:9]=[C:8]([C:11]3[CH:12]=[N:13][N:14]([CH:16]4[CH2:21][CH2:20][N:19]([C:22]([O:24][C:25]([CH3:28])([CH3:26])[CH3:27])=[O:23])[CH2:18][CH2:17]4)[CH:15]=3)[CH:7]=2)[CH:4]=[CH:3]1, predict the reactants needed to synthesize it. The reactants are: C[N:2](C)/[CH:3]=[CH:4]/[C:5]1[N:10]=[CH:9][C:8]([C:11]2[CH:12]=[N:13][N:14]([CH:16]3[CH2:21][CH2:20][N:19]([C:22]([O:24][C:25]([CH3:28])([CH3:27])[CH3:26])=[O:23])[CH2:18][CH2:17]3)[CH:15]=2)=[CH:7][C:6]=1[N+]([O-])=O.